Dataset: Peptide-MHC class I binding affinity with 185,985 pairs from IEDB/IMGT. Task: Regression. Given a peptide amino acid sequence and an MHC pseudo amino acid sequence, predict their binding affinity value. This is MHC class I binding data. The peptide sequence is QLMCQPILL. The MHC is HLA-A02:01 with pseudo-sequence HLA-A02:01. The binding affinity (normalized) is 1.00.